From a dataset of Reaction yield outcomes from USPTO patents with 853,638 reactions. Predict the reaction yield, written as a fraction of the theoretical maximum amount of product (1.0 means a 100% yield; for example, 0.34 means a 34% yield). (1) The reactants are C[O-].[Na+].[Cl:4][C:5]1[CH:6]=[CH:7][C:8]([C:11]2[N:15]([C:16]3[CH:17]=[N:18][CH:19]=[CH:20][CH:21]=3)[N:14]=[C:13]([C:22]([O:24]CC)=[O:23])[CH:12]=2)=[N:9][CH:10]=1.Cl.C(Cl)(Cl)Cl. The catalyst is CO. The product is [Cl:4][C:5]1[CH:6]=[CH:7][C:8]([C:11]2[N:15]([C:16]3[CH:17]=[N:18][CH:19]=[CH:20][CH:21]=3)[N:14]=[C:13]([C:22]([OH:24])=[O:23])[CH:12]=2)=[N:9][CH:10]=1. The yield is 0.760. (2) The reactants are [CH3:1][C:2]1[NH:3][C:4]2[C:9]([C:10]=1[CH:11]=O)=[CH:8][CH:7]=[CH:6][CH:5]=2.[CH3:13][NH2:14].[BH4-].[Na+]. The catalyst is CO. The product is [CH3:1][C:2]1[NH:3][C:4]2[C:9]([C:10]=1[CH2:11][NH:14][CH3:13])=[CH:8][CH:7]=[CH:6][CH:5]=2. The yield is 0.630. (3) The reactants are [Cl:1][C:2]1[CH:3]=[CH:4][C:5]([NH2:8])=[N:6][CH:7]=1.[Br:9]Br.C(=O)(O)[O-].OS([O-])=O.[Na+]. The catalyst is C(Cl)(Cl)Cl. The product is [Br:9][C:4]1[C:5]([NH2:8])=[N:6][CH:7]=[C:2]([Cl:1])[CH:3]=1. The yield is 0.881. (4) The reactants are CN(C(ON1N=NC2C=CC=NC1=2)=[N+](C)C)C.F[P-](F)(F)(F)(F)F.[F:25][C:26]1[CH:31]=[CH:30][CH:29]=[CH:28][C:27]=1[N:32]1[C:40]2[C:35](=[C:36]([N:41]3[CH2:45][CH2:44][N:43]([CH2:46][C:47](O)=[O:48])[C:42]3=[O:50])[CH:37]=[CH:38][CH:39]=2)[CH:34]=[N:33]1.Cl.[F:52][C@@H:53]1[CH2:58][CH2:57][CH2:56][NH:55][CH2:54]1. The catalyst is CN(C)C=O. The product is [F:25][C:26]1[CH:31]=[CH:30][CH:29]=[CH:28][C:27]=1[N:32]1[C:40]2[C:35](=[C:36]([N:41]3[CH2:45][CH2:44][N:43]([CH2:46][C:47]([N:55]4[CH2:56][CH2:57][CH2:58][C@@H:53]([F:52])[CH2:54]4)=[O:48])[C:42]3=[O:50])[CH:37]=[CH:38][CH:39]=2)[CH:34]=[N:33]1. The yield is 0.790. (5) The reactants are [OH:1][C:2]1[CH:7]=[CH:6][C:5]([C:8](=[O:10])[CH3:9])=[CH:4][CH:3]=1.[CH3:11][O:12][C:13]1[CH:14]=[CH:15][C:16]([CH:19]=O)=[CH:17][CH:18]=1.[OH-].[Na+].Cl. The catalyst is CO. The product is [OH:1][C:2]1[CH:7]=[CH:6][C:5]([C:8](=[O:10])[CH:9]=[CH:19][C:16]2[CH:15]=[CH:14][C:13]([O:12][CH3:11])=[CH:18][CH:17]=2)=[CH:4][CH:3]=1. The yield is 0.300. (6) The reactants are [CH2:1]([N:8]1[CH2:38][CH2:37][C:11]2([N:16]3[N:17]=[C:18]([C:23]4[CH:28]=[CH:27][C:26]([O:29][C:30]5[CH:35]=[CH:34][CH:33]=[CH:32][CH:31]=5)=[CH:25][CH:24]=4)[C:19]([C:20]([NH2:22])=[O:21])=[C:15]3[NH:14][C:13](=O)[CH2:12]2)[CH2:10][CH2:9]1)[C:2]1[CH:7]=[CH:6][CH:5]=[CH:4][CH:3]=1. The catalyst is B.C1COCC1. The product is [CH2:1]([N:8]1[CH2:9][CH2:10][C:11]2([N:16]3[N:17]=[C:18]([C:23]4[CH:24]=[CH:25][C:26]([O:29][C:30]5[CH:35]=[CH:34][CH:33]=[CH:32][CH:31]=5)=[CH:27][CH:28]=4)[C:19]([C:20]([NH2:22])=[O:21])=[C:15]3[NH:14][CH2:13][CH2:12]2)[CH2:37][CH2:38]1)[C:2]1[CH:3]=[CH:4][CH:5]=[CH:6][CH:7]=1. The yield is 0.676. (7) The reactants are Cl[C:2]1[N:3]=[C:4]([N:18]2[CH2:22][CH2:21][CH:20]([N:23]([CH3:31])[C:24](=[O:30])[O:25][C:26]([CH3:29])([CH3:28])[CH3:27])[CH2:19]2)[C:5]2[CH2:10][CH2:9][CH:8]([C:11]3[CH:16]=[CH:15][C:14]([F:17])=[CH:13][CH:12]=3)[C:6]=2[N:7]=1.[Cl:32][C:33]1[N:34]=[CH:35][N:36]([C:38]2[CH:44]=[CH:43][C:41]([NH2:42])=[CH:40][C:39]=2[O:45][CH3:46])[CH:37]=1. No catalyst specified. The product is [Cl:32][C:33]1[N:34]=[CH:35][N:36]([C:38]2[CH:44]=[CH:43][C:41]([NH:42][C:2]3[N:3]=[C:4]([N:18]4[CH2:22][CH2:21][CH:20]([N:23]([CH3:31])[C:24](=[O:30])[O:25][C:26]([CH3:27])([CH3:29])[CH3:28])[CH2:19]4)[C:5]4[CH2:10][CH2:9][CH:8]([C:11]5[CH:12]=[CH:13][C:14]([F:17])=[CH:15][CH:16]=5)[C:6]=4[N:7]=3)=[CH:40][C:39]=2[O:45][CH3:46])[CH:37]=1. The yield is 0.495.